From a dataset of Catalyst prediction with 721,799 reactions and 888 catalyst types from USPTO. Predict which catalyst facilitates the given reaction. (1) Reactant: [Br:1][C:2]1[CH:3]=[C:4]([CH:16]([N:18]([CH:34]2[CH2:36][CH2:35]2)[C:19]([C@@H:21]2[O:26][CH2:25][CH2:24][N:23](C(OC(C)(C)C)=O)[CH2:22]2)=[O:20])[CH3:17])[CH:5]=[C:6]([O:10][CH2:11][CH2:12][CH2:13][O:14][CH3:15])[C:7]=1[O:8][CH3:9].FC(F)(F)C(O)=O. Product: [Br:1][C:2]1[CH:3]=[C:4]([C@H:16]([N:18]([CH:34]2[CH2:36][CH2:35]2)[C:19]([C@@H:21]2[O:26][CH2:25][CH2:24][NH:23][CH2:22]2)=[O:20])[CH3:17])[CH:5]=[C:6]([O:10][CH2:11][CH2:12][CH2:13][O:14][CH3:15])[C:7]=1[O:8][CH3:9].[Br:1][C:2]1[CH:3]=[C:4]([C@@H:16]([N:18]([CH:34]2[CH2:36][CH2:35]2)[C:19]([C@@H:21]2[O:26][CH2:25][CH2:24][NH:23][CH2:22]2)=[O:20])[CH3:17])[CH:5]=[C:6]([O:10][CH2:11][CH2:12][CH2:13][O:14][CH3:15])[C:7]=1[O:8][CH3:9]. The catalyst class is: 4. (2) Reactant: [CH3:1][C:2]1[O:17][C:7]2[CH:8]=[C:9]3[O:16][CH:15]=[CH:14][C:10]3=[C:11]([O:12]C)[C:6]=2[C:4](=[O:5])[CH:3]=1.B(Cl)(Cl)Cl.O. Product: [OH:12][C:11]1[C:10]2[CH:14]=[CH:15][O:16][C:9]=2[CH:8]=[C:7]2[C:6]=1[C:4](=[O:5])[CH:3]=[C:2]([CH3:1])[O:17]2. The catalyst class is: 4. (3) Reactant: [Br:1][C:2]1[CH:3]=[C:4]2[N:21]([C@@H:22]([CH2:25][CH3:26])[CH2:23][OH:24])[CH:20]=[C:19]([CH3:27])[C:5]2=[N:6][C:7]=1[C:8]1[C:9]([O:17][CH3:18])=[N:10][C:11]([CH:14]([CH3:16])[CH3:15])=[CH:12][CH:13]=1.[H-].[Na+].[CH3:30]I.O. Product: [Br:1][C:2]1[CH:3]=[C:4]2[N:21]([C@H:22]([CH2:23][O:24][CH3:30])[CH2:25][CH3:26])[CH:20]=[C:19]([CH3:27])[C:5]2=[N:6][C:7]=1[C:8]1[C:9]([O:17][CH3:18])=[N:10][C:11]([CH:14]([CH3:16])[CH3:15])=[CH:12][CH:13]=1. The catalyst class is: 1. (4) Reactant: S(O)(O)(=O)=O.[CH3:6][S:7][C:8](=[NH:10])[NH2:9].[OH-].[Na+].[C:13](O[C:13]([O:15][C:16]([CH3:19])([CH3:18])[CH3:17])=[O:14])([O:15][C:16]([CH3:19])([CH3:18])[CH3:17])=[O:14]. Product: [NH2:10][C:8](=[N:9][C:13](=[O:14])[O:15][C:16]([CH3:19])([CH3:18])[CH3:17])[S:7][CH3:6]. The catalyst class is: 11.